This data is from Reaction yield outcomes from USPTO patents with 853,638 reactions. The task is: Predict the reaction yield, written as a fraction of the theoretical maximum amount of product (1.0 means a 100% yield; for example, 0.34 means a 34% yield). (1) The reactants are O[C:2]1[CH:3]=[C:4]([NH:8][C:9]2[N:14]=[C:13]([NH:15][C:16]3[CH:21]=[CH:20][CH:19]=[C:18](O)[CH:17]=3)[C:12]([F:23])=[CH:11][N:10]=2)[CH:5]=[CH:6][CH:7]=1.[NH2:24][C:25]1C=C(C=CC=1)C#N.Cl[C:34]1N=C(Cl)C(F)=C[N:35]=1. No catalyst specified. The product is [C:25]([C:2]1[CH:3]=[C:4]([NH:8][C:9]2[N:14]=[C:13]([NH:15][C:16]3[CH:21]=[CH:20][CH:19]=[C:18]([C:34]#[N:35])[CH:17]=3)[C:12]([F:23])=[CH:11][N:10]=2)[CH:5]=[CH:6][CH:7]=1)#[N:24]. The yield is 0.760. (2) The reactants are Br[C:2]1[CH:3]=[C:4]([C:8]2[CH:9]=[N:10][C:11]3[N:12]([C:14]([C:17]4([C:20]5[CH:21]=[C:22]6[C:27](=[CH:28][CH:29]=5)[N:26]=[CH:25][CH:24]=[CH:23]6)[CH2:19][CH2:18]4)=[N:15][N:16]=3)[N:13]=2)[CH:5]=[CH:6][CH:7]=1.[CH3:30][O:31][C:32]1[CH:37]=[CH:36][C:35](B2OC(C)(C)C(C)(C)O2)=[CH:34][N:33]=1.P([O-])([O-])([O-])=O.[K+].[K+].[K+].O. The catalyst is O1CCOCC1.C1C=CC([P]([Pd]([P](C2C=CC=CC=2)(C2C=CC=CC=2)C2C=CC=CC=2)([P](C2C=CC=CC=2)(C2C=CC=CC=2)C2C=CC=CC=2)[P](C2C=CC=CC=2)(C2C=CC=CC=2)C2C=CC=CC=2)(C2C=CC=CC=2)C2C=CC=CC=2)=CC=1. The product is [CH3:30][O:31][C:32]1[N:33]=[CH:34][C:35]([C:2]2[CH:3]=[C:4]([C:8]3[CH:9]=[N:10][C:11]4[N:12]([C:14]([C:17]5([C:20]6[CH:21]=[C:22]7[C:27](=[CH:28][CH:29]=6)[N:26]=[CH:25][CH:24]=[CH:23]7)[CH2:19][CH2:18]5)=[N:15][N:16]=4)[N:13]=3)[CH:5]=[CH:6][CH:7]=2)=[CH:36][CH:37]=1. The yield is 0.600.